Dataset: Full USPTO retrosynthesis dataset with 1.9M reactions from patents (1976-2016). Task: Predict the reactants needed to synthesize the given product. (1) Given the product [F:1][C:2]([F:17])([F:16])[C:3]1[CH:4]=[C:5]([CH2:9][CH2:10][C:11]([NH:19][NH2:20])=[O:12])[CH:6]=[CH:7][CH:8]=1, predict the reactants needed to synthesize it. The reactants are: [F:1][C:2]([F:17])([F:16])[C:3]1[CH:4]=[C:5]([CH2:9][CH2:10][C:11](OCC)=[O:12])[CH:6]=[CH:7][CH:8]=1.O.[NH2:19][NH2:20]. (2) Given the product [CH2:1]([O:3][C:4]([C:6]1([C:9]2[CH:14]=[CH:13][C:12]([C:15]3[CH:20]=[CH:19][C:18]([C:21]4[S:22][C:23]([Cl:29])=[CH:24][C:25]=4[NH:30][C:35]([O:65][CH:63]([C:59]4[C:58]([CH3:57])=[CH:62][S:61][CH:60]=4)[CH3:64])=[O:39])=[CH:17][N:16]=3)=[CH:11][CH:10]=2)[CH2:8][CH2:7]1)=[O:5])[CH3:2], predict the reactants needed to synthesize it. The reactants are: [CH2:1]([O:3][C:4]([C:6]1([C:9]2[CH:14]=[CH:13][C:12]([C:15]3[CH:20]=[CH:19][C:18]([C:21]4[S:22][C:23]([Cl:29])=[CH:24][C:25]=4C(=O)N)=[CH:17][N:16]=3)=[CH:11][CH:10]=2)[CH2:8][CH2:7]1)=[O:5])[CH3:2].[N:30]1[CH:35]=CC=CC=1.FC(F)(F)C(OI(C1C=CC=CC=1)OC(=O)C(F)(F)F)=[O:39].[CH3:57][C:58]1[C:59]([CH:63]([OH:65])[CH3:64])=[CH:60][S:61][CH:62]=1. (3) Given the product [OH:34][CH2:33][C:32]([NH:31][C:5]([NH:6][C:7]1[C:8]([CH3:27])=[C:9]([CH3:26])[C:10]2[O:14][CH2:13][CH:12]([C:15]3[CH:20]=[CH:19][C:18]([CH:21]([CH3:22])[CH3:23])=[CH:17][CH:16]=3)[C:11]=2[C:24]=1[CH3:25])=[O:28])([CH3:36])[CH3:35], predict the reactants needed to synthesize it. The reactants are: ClC(Cl)(Cl)CO[C:5](=[O:28])[NH:6][C:7]1[C:8]([CH3:27])=[C:9]([CH3:26])[C:10]2[O:14][CH2:13][CH:12]([C:15]3[CH:20]=[CH:19][C:18]([CH:21]([CH3:23])[CH3:22])=[CH:17][CH:16]=3)[C:11]=2[C:24]=1[CH3:25].[NH2:31][C:32]([CH3:36])([CH3:35])[CH2:33][OH:34]. (4) Given the product [Cl:54][C:46]1[CH:47]=[CH:48][C:49]([C:50](=[O:51])[CH2:6][N:8]2[CH2:13][CH2:12][CH:11]([N:14]3[C:18]4[CH:19]=[CH:20][C:21]([C:23]5[NH:27][C:26](=[O:28])[O:25][N:24]=5)=[CH:22][C:17]=4[NH:16][C:15]3=[O:29])[CH2:10][CH2:9]2)=[CH:44][CH:45]=1, predict the reactants needed to synthesize it. The reactants are: C(O[C:6]([N:8]1[CH2:13][CH2:12][CH:11]([N:14]2[C:18]3[CH:19]=[CH:20][C:21]([C:23]4[NH:27][C:26](=[O:28])[O:25][N:24]=4)=[CH:22][C:17]=3[NH:16][C:15]2=[O:29])[CH2:10][CH2:9]1)=O)(C)(C)C.FC(F)(F)C(O)=O.C(N(CC)CC)C.[CH:44]1[C:49]([C:50](CBr)=[O:51])=[CH:48][CH:47]=[C:46]([Cl:54])[CH:45]=1. (5) Given the product [CH3:32][C:6]1[C:7]([C:8]2[C:16]3[O:15][CH2:14][C@@H:13]([NH:17][C:18]4[CH:31]=[CH:30][C:21]5[C@H:22]([CH2:25][C:26]([OH:28])=[O:27])[CH2:23][O:24][C:20]=5[CH:19]=4)[C:12]=3[CH:11]=[CH:10][CH:9]=2)=[C:2]([CH3:1])[N:3]=[C:4]([N:33]2[CH2:34][CH2:35][O:36][CH2:37][CH2:38]2)[N:5]=1, predict the reactants needed to synthesize it. The reactants are: [CH3:1][C:2]1[C:7]([C:8]2[C:16]3[O:15][CH2:14][C@@H:13]([NH:17][C:18]4[CH:31]=[CH:30][C:21]5[C@H:22]([CH2:25][C:26]([O:28]C)=[O:27])[CH2:23][O:24][C:20]=5[CH:19]=4)[C:12]=3[CH:11]=[CH:10][CH:9]=2)=[C:6]([CH3:32])[N:5]=[C:4]([N:33]2[CH2:38][CH2:37][O:36][CH2:35][CH2:34]2)[N:3]=1.[OH-].[Na+].Cl. (6) Given the product [Cl:3][C:19]1[C:20]2[C:12]([C:6]3[CH:11]=[CH:10][CH:9]=[CH:8][CH:7]=3)=[CH:13][O:14][C:15]=2[N:16]=[CH:17][N:18]=1, predict the reactants needed to synthesize it. The reactants are: P(Cl)(Cl)([Cl:3])=O.[C:6]1([C:12]2[C:20]3[C:19](=O)[NH:18][CH:17]=[N:16][C:15]=3[O:14][CH:13]=2)[CH:11]=[CH:10][CH:9]=[CH:8][CH:7]=1.N.